From a dataset of Reaction yield outcomes from USPTO patents with 853,638 reactions. Predict the reaction yield, written as a fraction of the theoretical maximum amount of product (1.0 means a 100% yield; for example, 0.34 means a 34% yield). (1) The reactants are [Cl-].[Cl-].C([Al+2])C.[C:6]([O:10][CH3:11])(=[O:9])[CH:7]=[CH2:8].[C:12]([O:15][C@@H:16]1[CH2:34][CH2:33][C@@:32]2([CH3:35])[C@H:18]([CH2:19][CH2:20][C@@H:21]3[C:31]2=[CH:30][CH2:29][C@@:28]2([CH3:36])[C@H:22]3[CH2:23][CH2:24]/[C:25]/2=[CH:26]/[CH3:27])[CH2:17]1)(=[O:14])[CH3:13].O. The catalyst is C(Cl)Cl. The product is [C:12]([O:15][C@@H:16]1[CH2:34][CH2:33][C@@:32]2([CH3:35])[C@H:18]([CH2:19][CH2:20][C@@H:21]3[C:31]2=[CH:30][CH2:29][C@@:28]2([CH3:36])[C@H:22]3[CH2:23][CH:24]=[C:25]2[C@H:26]([CH3:27])[CH2:8][CH2:7][C:6]([O:10][CH3:11])=[O:9])[CH2:17]1)(=[O:14])[CH3:13]. The yield is 0.700. (2) The reactants are [Br-].[C:2]([CH2:4][P+](C1C=CC=CC=1)(C1C=CC=CC=1)C1C=CC=CC=1)#[N:3].[OH-].[Na+].[Br:26][C:27]1[CH:28]=[C:29]([CH:32]=[CH:33][C:34]=1[F:35])[CH:30]=O. The product is [Br:26][C:27]1[CH:28]=[C:29](/[CH:30]=[CH:4]/[C:2]#[N:3])[CH:32]=[CH:33][C:34]=1[F:35]. The catalyst is C(Cl)Cl.O. The yield is 0.880. (3) The reactants are [NH2:1][C@@H:2]([CH2:6][CH2:7][S:8][CH3:9])[C:3]([OH:5])=[O:4].[OH-].[Na+].Cl[C:13]([O:15][CH3:16])=[O:14]. The catalyst is O1CCOCC1.CCOC(C)=O. The product is [CH3:16][O:15][C:13]([NH:1][C@@H:2]([CH2:6][CH2:7][S:8][CH3:9])[C:3]([OH:5])=[O:4])=[O:14]. The yield is 0.940. (4) The reactants are [CH3:1][C:2]1[CH:3]=[C:4]([N+:11]([O-])=O)[C:5]([O:9][CH3:10])=[N:6][C:7]=1[CH3:8]. The catalyst is O1CCCC1.[Pd].CO. The product is [NH2:11][C:4]1[C:5]([O:9][CH3:10])=[N:6][C:7]([CH3:8])=[C:2]([CH3:1])[CH:3]=1. The yield is 0.979. (5) The reactants are C([Li])CCC.C(NC(C)C)(C)C.[C:13]([O:16][CH2:17][CH3:18])(=[O:15])[CH3:14].[CH3:19][C@H:20]([C@H:24]([CH3:28])[CH2:25][CH2:26][CH3:27])[C:21](Cl)=[O:22]. The catalyst is C1COCC1. The product is [CH2:17]([O:16][C:13](=[O:15])[CH2:14][C:21](=[O:22])[C@H:20]([CH3:19])[C@H:24]([CH3:28])[CH2:25][CH2:26][CH3:27])[CH3:18]. The yield is 0.892. (6) The reactants are C([N:8]1[CH2:13][CH2:12][N:11]([CH2:14][CH2:15][C:16]2[CH:21]=[CH:20][N:19]=[CH:18][C:17]=2[F:22])[CH2:10][CH2:9]1)(OC(C)(C)C)=O.[ClH:23]. The catalyst is CO.C1(OC)C=CC=CC=1.C(OCC)C. The product is [ClH:23].[ClH:23].[ClH:23].[F:22][C:17]1[CH:18]=[N:19][CH:20]=[CH:21][C:16]=1[CH2:15][CH2:14][N:11]1[CH2:12][CH2:13][NH:8][CH2:9][CH2:10]1. The yield is 0.840. (7) The catalyst is FC(F)(F)C(O)=O. The reactants are C([O:5][C:6](=[O:37])[CH2:7][O:8][C:9]1[CH:14]=[CH:13][C:12]([CH2:15][N:16]2[N:20]=[N:19][C:18]([C:21]3[CH:26]=[CH:25][CH:24]=[C:23]([C:27]#[C:28][CH2:29][C:30]4[CH:35]=[CH:34][C:33]([F:36])=[CH:32][CH:31]=4)[CH:22]=3)=[N:17]2)=[CH:11][CH:10]=1)(C)(C)C. The yield is 0.591. The product is [F:36][C:33]1[CH:34]=[CH:35][C:30]([CH2:29][C:28]#[C:27][C:23]2[CH:22]=[C:21]([C:18]3[N:19]=[N:20][N:16]([CH2:15][C:12]4[CH:11]=[CH:10][C:9]([O:8][CH2:7][C:6]([OH:37])=[O:5])=[CH:14][CH:13]=4)[N:17]=3)[CH:26]=[CH:25][CH:24]=2)=[CH:31][CH:32]=1.